Task: Regression. Given a peptide amino acid sequence and an MHC pseudo amino acid sequence, predict their binding affinity value. This is MHC class I binding data.. Dataset: Peptide-MHC class I binding affinity with 185,985 pairs from IEDB/IMGT The binding affinity (normalized) is 0. The MHC is H-2-Kb with pseudo-sequence H-2-Kb. The peptide sequence is QDAANAGNL.